This data is from Reaction yield outcomes from USPTO patents with 853,638 reactions. The task is: Predict the reaction yield, written as a fraction of the theoretical maximum amount of product (1.0 means a 100% yield; for example, 0.34 means a 34% yield). (1) The reactants are [F:1][C:2]([F:32])([F:31])[C:3]1[CH:8]=[CH:7][C:6]([C:9]2[N:10]=[CH:11][C:12]([NH:15][CH:16]([C:20]3[CH:30]=[CH:29][C:23]([C:24]([O:26]CC)=[O:25])=[CH:22][CH:21]=3)[CH2:17][CH2:18][CH3:19])=[N:13][CH:14]=2)=[CH:5][CH:4]=1.CO.[OH-].[Na+]. The catalyst is C1COCC1. The product is [F:32][C:2]([F:1])([F:31])[C:3]1[CH:8]=[CH:7][C:6]([C:9]2[N:10]=[CH:11][C:12]([NH:15][CH:16]([C:20]3[CH:21]=[CH:22][C:23]([C:24]([OH:26])=[O:25])=[CH:29][CH:30]=3)[CH2:17][CH2:18][CH3:19])=[N:13][CH:14]=2)=[CH:5][CH:4]=1. The yield is 0.871. (2) The reactants are Cl[C:2]1[CH:7]=[CH:6][N:5]=[C:4]2[CH:8]=[C:9]([C:11]([N:13]3[CH2:17][CH2:16][C@@H:15]([N:18]([CH3:20])[CH3:19])[CH2:14]3)=[O:12])[S:10][C:3]=12.[CH3:21][NH:22][C:23]([C:25]1[C:33]2[C:28](=[CH:29][C:30]([OH:34])=[CH:31][CH:32]=2)[N:27]([CH3:35])[C:26]=1[CH3:36])=[O:24].C([O-])([O-])=O.[Cs+].[Cs+]. No catalyst specified. The product is [CH3:19][N:18]([CH3:20])[C@@H:15]1[CH2:16][CH2:17][N:13]([C:11]([C:9]2[S:10][C:3]3[C:4](=[N:5][CH:6]=[CH:7][C:2]=3[O:34][C:30]3[CH:29]=[C:28]4[C:33]([C:25]([C:23]([NH:22][CH3:21])=[O:24])=[C:26]([CH3:36])[N:27]4[CH3:35])=[CH:32][CH:31]=3)[CH:8]=2)=[O:12])[CH2:14]1. The yield is 0.170. (3) The reactants are [O:1]1CCCO[CH:2]1[C:7]1[N:12]=[CH:11][C:10]([C:13]2[S:21][C:20]3[C:15](=[N:16][CH:17]=[CH:18][C:19]=3[O:22][C:23]3[CH:28]=[CH:27][C:26]([NH:29][C:30]([NH:32][CH:33]4[CH2:35][CH2:34]4)=[O:31])=[CH:25][C:24]=3[F:36])[CH:14]=2)=[CH:9][CH:8]=1.CC(O)=O.O. The catalyst is O. The product is [CH:33]1([NH:32][C:30]([NH:29][C:26]2[CH:27]=[CH:28][C:23]([O:22][C:19]3[CH:18]=[CH:17][N:16]=[C:15]4[CH:14]=[C:13]([C:10]5[CH:11]=[N:12][C:7]([CH:2]=[O:1])=[CH:8][CH:9]=5)[S:21][C:20]=34)=[C:24]([F:36])[CH:25]=2)=[O:31])[CH2:34][CH2:35]1. The yield is 0.940. (4) The reactants are [CH3:1][C:2]1[C:6]([C:7]2[CH:16]=[C:15]3[C:10]([C:11]([NH:18][CH2:19]C4C=CC=CC=4)=[C:12]([NH2:17])[CH:13]=[N:14]3)=[CH:9][CH:8]=2)=[C:5]([CH3:26])[O:4][N:3]=1.[CH:27]1[CH:28]=[CH:29][C:30]2N(O)N=N[C:31]=2[CH:32]=1.CCN=C=N[CH2:42][CH2:43][CH2:44]N(C)C.[CH3:48]CN(CC)CC.C(O)=O. The catalyst is C(Cl)Cl.O. The product is [C:43]([C:31]1[CH:30]=[CH:29][CH:28]=[CH:27][C:32]=1[N:18]1[C:11]2[C:10]3[CH:9]=[CH:8][C:7]([C:6]4[C:2]([CH3:1])=[N:3][O:4][C:5]=4[CH3:26])=[CH:16][C:15]=3[N:14]=[CH:13][C:12]=2[N:17]=[CH:19]1)([CH3:44])([CH3:48])[CH3:42]. The yield is 0.480. (5) The product is [CH3:8][C:5]1[CH:4]=[C:3]2[C:2](=[CH:7][CH:6]=1)[C:14]1[C:13](=[C:22]3[C:17](=[CH:16][CH:15]=1)[CH:18]=[CH:19][CH:20]=[N:21]3)[NH:12][S:9]2(=[O:10])=[O:11]. The yield is 0.130. The catalyst is C1COCC1. The reactants are N[C:2]1[CH:7]=[CH:6][C:5]([CH3:8])=[CH:4][C:3]=1[S:9]([NH:12][C:13]1[CH:14]=[CH:15][CH:16]=[C:17]2[C:22]=1[N:21]=[CH:20][CH:19]=[CH:18]2)(=[O:11])=[O:10].N(OC(C)(C)C)=O.CC(O)=O. (6) The reactants are [O:1]=[C:2]1[NH:7][C:6]([C:8]2[CH:13]=[CH:12][C:11]([C:14]([F:17])([F:16])[F:15])=[CH:10][CH:9]=2)=[CH:5][N:4]2[C:18]([C:21]#[N:22])=[CH:19][CH:20]=[C:3]12.P12(SP3(SP(SP(S3)(S1)=S)(=S)S2)=S)=S.[CH2:37](N)[CH2:38][NH2:39]. No catalyst specified. The product is [NH:22]1[CH2:37][CH2:38][N:39]=[C:21]1[C:18]1[N:4]2[CH:5]=[C:6]([C:8]3[CH:13]=[CH:12][C:11]([C:14]([F:15])([F:17])[F:16])=[CH:10][CH:9]=3)[NH:7][C:2](=[O:1])[C:3]2=[CH:20][CH:19]=1. The yield is 0.810.